This data is from Catalyst prediction with 721,799 reactions and 888 catalyst types from USPTO. The task is: Predict which catalyst facilitates the given reaction. (1) Reactant: [CH3:1][N:2]([S:22]([CH3:25])(=[O:24])=[O:23])[C:3]1[CH:8]=[CH:7][CH:6]=[CH:5][C:4]=1[N:9]1[CH2:14][CH2:13][N:12](C(OC(C)(C)C)=O)[CH2:11][CH2:10]1.Cl.CCN(C(C)C)C(C)C.[NH:36]([C:49]([O:51][C:52]([CH3:55])([CH3:54])[CH3:53])=[O:50])[C@@H:37]([C:46](O)=[O:47])[CH2:38][C:39]1[CH:44]=[CH:43][C:42]([Cl:45])=[CH:41][CH:40]=1.CCN=C=NCCCN(C)C.CI.C1C=NC2N(O)N=NC=2C=1. Product: [Cl:45][C:42]1[CH:43]=[CH:44][C:39]([CH2:38][C@@H:37]([NH:36][C:49]([O:51][C:52]([CH3:55])([CH3:54])[CH3:53])=[O:50])[C:46]([N:12]2[CH2:13][CH2:14][N:9]([C:4]3[CH:5]=[CH:6][CH:7]=[CH:8][C:3]=3[N:2]([CH3:1])[S:22]([CH3:25])(=[O:24])=[O:23])[CH2:10][CH2:11]2)=[O:47])=[CH:40][CH:41]=1. The catalyst class is: 329. (2) Reactant: [Cl:1][C:2]1[CH:3]=[CH:4][C:5]2[O:9][C:8]([C:10]([OH:12])=O)=[CH:7][C:6]=2[CH:13]=1.CN(C(ON1N=[N:29][C:24]2[CH:25]=[CH:26][CH:27]=[N:28][C:23]1=2)=[N+](C)C)C.F[P-](F)(F)(F)(F)F.[CH:38](N(CC)C(C)C)(C)[CH3:39]. Product: [ClH:1].[N:28]12[CH2:27][CH2:26][CH:25]([CH2:38][CH2:39]1)[C@@H:24]([NH:29][C:10]([C:8]1[O:9][C:5]3[CH:4]=[CH:3][C:2]([Cl:1])=[CH:13][C:6]=3[CH:7]=1)=[O:12])[CH2:23]2. The catalyst class is: 3. (3) Reactant: [Cl:1][C:2]1[CH:7]=[CH:6][CH:5]=[C:4]([Cl:8])[C:3]=1[C:9]1[N:13]([CH2:14][CH3:15])[C:12](=[O:16])[N:11]([C:17]2[CH:26]=[CH:25][C:20]([C:21]([O:23]C)=O)=[C:19]([O:27][CH3:28])[CH:18]=2)[N:10]=1.[F:29][C:30]([F:39])([F:38])[C:31]1[CH:32]=[C:33]([CH:35]=[CH:36][CH:37]=1)[NH2:34].C[Al](C)C. Product: [Cl:1][C:2]1[CH:7]=[CH:6][CH:5]=[C:4]([Cl:8])[C:3]=1[C:9]1[N:13]([CH2:14][CH3:15])[C:12](=[O:16])[N:11]([C:17]2[CH:26]=[CH:25][C:20]([C:21]([NH:34][C:33]3[CH:35]=[CH:36][CH:37]=[C:31]([C:30]([F:29])([F:38])[F:39])[CH:32]=3)=[O:23])=[C:19]([O:27][CH3:28])[CH:18]=2)[N:10]=1. The catalyst class is: 11. (4) Reactant: C([N:8]1[CH2:12][CH2:11][C:10]([C:20]2[CH:21]=[C:22]3[C:26](=[CH:27][CH:28]=2)[NH:25][CH:24]=[CH:23]3)([CH2:13][C:14]2[CH:19]=[CH:18][CH:17]=[CH:16][CH:15]=2)[CH2:9]1)C1C=CC=CC=1. Product: [CH2:13]([C:10]1([C:20]2[CH:21]=[C:22]3[C:26](=[CH:27][CH:28]=2)[NH:25][CH:24]=[CH:23]3)[CH2:11][CH2:12][NH:8][CH2:9]1)[C:14]1[CH:19]=[CH:18][CH:17]=[CH:16][CH:15]=1. The catalyst class is: 105.